Predict the reaction yield, written as a fraction of the theoretical maximum amount of product (1.0 means a 100% yield; for example, 0.34 means a 34% yield). From a dataset of Reaction yield outcomes from USPTO patents with 853,638 reactions. The catalyst is ClCCl. The product is [Br:1][C:11]1[CH:12]=[C:13]2[C:8](=[CH:9][CH:10]=1)[NH:7][C:6](=[O:14])[CH:5]2[CH2:3][CH3:4]. The reactants are [Br:1]Br.[CH2:3]([CH:5]1[C:13]2[C:8](=[CH:9][CH:10]=[CH:11][CH:12]=2)[NH:7][C:6]1=[O:14])[CH3:4].C([O-])(=O)C.[Na+].C(O)(=O)C. The yield is 0.440.